From a dataset of CYP1A2 inhibition data for predicting drug metabolism from PubChem BioAssay. Regression/Classification. Given a drug SMILES string, predict its absorption, distribution, metabolism, or excretion properties. Task type varies by dataset: regression for continuous measurements (e.g., permeability, clearance, half-life) or binary classification for categorical outcomes (e.g., BBB penetration, CYP inhibition). Dataset: cyp1a2_veith. (1) The compound is CN(C)c1ccc(/C=N\NC(=O)c2cnc3ccccc3c2)cc1. The result is 1 (inhibitor). (2) The molecule is COc1ccc(-c2cc(=O)c3c(O)cc(O)cc3o2)cc1. The result is 1 (inhibitor). (3) The drug is Cc1ccc(N2C(=O)/C(=C/c3ccc(CN(CCC#N)S(C)(=O)=O)o3)C(=O)NC2=S)cc1C. The result is 0 (non-inhibitor).